The task is: Predict which catalyst facilitates the given reaction.. This data is from Catalyst prediction with 721,799 reactions and 888 catalyst types from USPTO. (1) Reactant: [CH3:1][C:2]1[N:3]=[N:4][S:5][C:6]=1[C:7]([CH:9]1[CH2:15][CH2:14][CH2:13][C:12]2[CH:16]=[C:17]([N:20]3[CH2:24][C@H:23]([CH2:25][NH:26][C:27](=[O:29])[CH3:28])[O:22][C:21]3=[O:30])[CH:18]=[CH:19][C:11]=2[C:10]1=O)=O.O.[NH2:33][NH2:34]. Product: [CH3:1][C:2]1[N:3]=[N:4][S:5][C:6]=1[C:7]1[C:9]2[CH2:15][CH2:14][CH2:13][C:12]3[CH:16]=[C:17]([N:20]4[CH2:24][C@H:23]([CH2:25][NH:26][C:27](=[O:29])[CH3:28])[O:22][C:21]4=[O:30])[CH:18]=[CH:19][C:11]=3[C:10]=2[NH:34][N:33]=1. The catalyst class is: 8. (2) Reactant: [Cl:1][C:2]1[CH:7]=[CH:6][C:5]([O:8][CH3:9])=[CH:4][C:3]=1[OH:10].C(=O)([O-])[O-].[K+].[K+].Cl[C:18]1[N:27]=[C:26]([C:28]2[CH:33]=[CH:32][C:31]([CH3:34])=[C:30]([F:35])[CH:29]=2)[CH:25]=[CH:24][C:19]=1[C:20]([O:22][CH3:23])=[O:21]. Product: [Cl:1][C:2]1[CH:7]=[CH:6][C:5]([O:8][CH3:9])=[CH:4][C:3]=1[O:10][C:18]1[N:27]=[C:26]([C:28]2[CH:33]=[CH:32][C:31]([CH3:34])=[C:30]([F:35])[CH:29]=2)[CH:25]=[CH:24][C:19]=1[C:20]([O:22][CH3:23])=[O:21]. The catalyst class is: 3. (3) Reactant: [O:1]=[C:2]1[N:8]([CH:9]2[CH2:14][CH2:13][N:12]([C:15]([O:17][C@@H:18]([C:31]([OH:33])=O)[CH2:19][C:20]3[CH:29]=[C:28]([CH3:30])[C:23]4[NH:24][C:25](=[O:27])[O:26][C:22]=4[CH:21]=3)=[O:16])[CH2:11][CH2:10]2)[CH2:7][CH2:6][C:5]2[CH:34]=[CH:35][CH:36]=[CH:37][C:4]=2[NH:3]1.CN(C(ON1N=NC2C=CC=CC1=2)=[N+](C)C)C.[B-](F)(F)(F)F.C(N(CC)CC)C.[N:67]1([CH2:79][C:80]([O:82][CH2:83][CH3:84])=[O:81])[CH2:72][CH2:71][CH:70]([CH:73]2[CH2:78][CH2:77][NH:76][CH2:75][CH2:74]2)[CH2:69][CH2:68]1. Product: [O:1]=[C:2]1[N:8]([CH:9]2[CH2:10][CH2:11][N:12]([C:15]([O:17][C@H:18]([CH2:19][C:20]3[CH:29]=[C:28]([CH3:30])[C:23]4[NH:24][C:25](=[O:27])[O:26][C:22]=4[CH:21]=3)[C:31]([N:76]3[CH2:75][CH2:74][CH:73]([CH:70]4[CH2:69][CH2:68][N:67]([CH2:79][C:80]([O:82][CH2:83][CH3:84])=[O:81])[CH2:72][CH2:71]4)[CH2:78][CH2:77]3)=[O:33])=[O:16])[CH2:13][CH2:14]2)[CH2:7][CH2:6][C:5]2[CH:34]=[CH:35][CH:36]=[CH:37][C:4]=2[NH:3]1. The catalyst class is: 49.